Task: Predict which catalyst facilitates the given reaction.. Dataset: Catalyst prediction with 721,799 reactions and 888 catalyst types from USPTO (1) Reactant: [H-].[Na+].[CH3:3][C:4](=[CH:6][CH2:7][CH2:8]/[C:9](=[CH:11]/[CH2:12][OH:13])/[CH3:10])[CH3:5].[CH2:14](Br)[C:15]1[CH:20]=[CH:19][CH:18]=[CH:17][CH:16]=1. Product: [CH3:10]/[C:9](/[CH2:8][CH2:7][CH:6]=[C:4]([CH3:3])[CH3:5])=[CH:11]\[CH2:12][O:13][CH2:14][C:15]1[CH:20]=[CH:19][CH:18]=[CH:17][CH:16]=1. The catalyst class is: 37. (2) Reactant: [NH2:1][CH:2]1[CH2:7][CH2:6][CH2:5][N:4](C(OC(C)(C)C)=O)[CH2:3]1.CCN(C(C)C)C(C)C.[F:24][C:25]([F:36])([F:35])[C:26](O[C:26](=[O:27])[C:25]([F:36])([F:35])[F:24])=[O:27].FC(F)(F)C(O)=O. Product: [F:24][C:25]([F:36])([F:35])[C:26]([NH:1][CH:2]1[CH2:7][CH2:6][CH2:5][NH:4][CH2:3]1)=[O:27]. The catalyst class is: 4.